Dataset: Full USPTO retrosynthesis dataset with 1.9M reactions from patents (1976-2016). Task: Predict the reactants needed to synthesize the given product. (1) Given the product [CH2:21]([O:20][C:18](=[O:19])[CH2:17][CH2:16][CH:15]([S:2][C:3]1[NH:11][CH:10]=[N:9][C:8]2[C:4]=1[N:5]=[CH:6][N:7]=2)[CH3:25])[CH3:22], predict the reactants needed to synthesize it. The reactants are: O.[SH:2][C:3]1[N:11]=[CH:10][N:9]=[C:8]2[C:4]=1[NH:5][CH:6]=[N:7]2.[OH-].[K+].Br[CH2:15][CH2:16][CH2:17][C:18]([O:20][CH2:21][CH3:22])=[O:19].[Na+].[I-].[CH3:25]O. (2) Given the product [NH2:1][C:4]1[NH:8][CH:7]=[N:6][C:5]=1/[CH:9]=[CH:10]/[C:11]1[CH:18]=[CH:17][C:14]([C:15]#[N:16])=[CH:13][CH:12]=1, predict the reactants needed to synthesize it. The reactants are: [N+:1]([C:4]1[NH:8][CH:7]=[N:6][C:5]=1/[CH:9]=[CH:10]/[C:11]1[CH:18]=[CH:17][C:14]([C:15]#[N:16])=[CH:13][CH:12]=1)([O-])=O. (3) Given the product [C:13]([CH2:15][C:16]([NH:19][C:20]([C:39]1([C:42](=[O:43])[C:44]2[CH:45]=[CH:46][C:47]([O:50][CH3:51])=[CH:48][CH:49]=2)[CH2:41][CH2:40]1)([C:25]1[CH:26]=[CH:27][C:28]([O:31][CH2:32][CH2:33][CH2:34][C:35]([F:38])([F:37])[F:36])=[CH:29][CH:30]=1)[C:21]([F:24])([F:23])[F:22])=[O:17])#[N:14], predict the reactants needed to synthesize it. The reactants are: C(CC(O)=O)#N.C(Cl)(=O)C(Cl)=O.[C:13]([CH2:15][C:16](Cl)=[O:17])#[N:14].[NH2:19][C:20]([C:39]1([C:42]([C:44]2[CH:49]=[CH:48][C:47]([O:50][CH3:51])=[CH:46][CH:45]=2)=[O:43])[CH2:41][CH2:40]1)([C:25]1[CH:30]=[CH:29][C:28]([O:31][CH2:32][CH2:33][CH2:34][C:35]([F:38])([F:37])[F:36])=[CH:27][CH:26]=1)[C:21]([F:24])([F:23])[F:22].N1C=CC=CC=1. (4) The reactants are: [NH2:1][C:2]1[N:7]=[CH:6][C:5]([C:8]([NH:10][OH:11])=[NH:9])=[CH:4][N:3]=1.[F:12][C:13]([F:34])([F:33])[C:14]1[CH:19]=[CH:18][C:17]([C:20]2[CH:25]=[C:24]([C:26]([F:29])([F:28])[F:27])[N:23]=[C:22]([C:30](O)=O)[N:21]=2)=[CH:16][CH:15]=1. Given the product [F:29][C:26]([F:27])([F:28])[C:24]1[CH:25]=[C:20]([C:17]2[CH:18]=[CH:19][C:14]([C:13]([F:34])([F:33])[F:12])=[CH:15][CH:16]=2)[N:21]=[C:22]([C:30]2[O:11][N:10]=[C:8]([C:5]3[CH:6]=[N:7][C:2]([NH2:1])=[N:3][CH:4]=3)[N:9]=2)[N:23]=1, predict the reactants needed to synthesize it. (5) Given the product [Cl:1][C:2]1[CH:7]=[C:6]2[NH:8][C:9](=[O:40])[C:10]3([CH:15]([C:16]4[CH:21]=[C:20]([Cl:22])[CH:19]=[CH:18][C:17]=4[O:23][C:24]([C:27]([O:29][CH3:30])=[O:28])([CH3:26])[CH3:25])[CH2:14][C:13](=[S:50])[NH:12][CH:11]3[C:32]3[CH:37]=[C:36]([F:38])[CH:35]=[CH:34][C:33]=3[CH3:39])[C:5]2=[CH:4][CH:3]=1, predict the reactants needed to synthesize it. The reactants are: [Cl:1][C:2]1[CH:7]=[C:6]2[NH:8][C:9](=[O:40])[C:10]3([CH:15]([C:16]4[CH:21]=[C:20]([Cl:22])[CH:19]=[CH:18][C:17]=4[O:23][C:24]([C:27]([O:29][CH3:30])=[O:28])([CH3:26])[CH3:25])[CH2:14][C:13](=O)[NH:12][CH:11]3[C:32]3[CH:37]=[C:36]([F:38])[CH:35]=[CH:34][C:33]=3[CH3:39])[C:5]2=[CH:4][CH:3]=1.COC1C=CC(P2(SP(C3C=CC(OC)=CC=3)(=S)S2)=[S:50])=CC=1. (6) Given the product [CH3:1][N:2]([CH3:13])[C:3]1[N:12]=[C:6]2[CH:7]=[C:8]([NH:11][C:24]([C:23]3[N:22]([CH3:27])[N:21]=[CH:20][C:19]=3[C:17]([O:16][CH2:14][CH3:15])=[O:18])=[O:25])[CH:9]=[CH:10][N:5]2[N:4]=1, predict the reactants needed to synthesize it. The reactants are: [CH3:1][N:2]([CH3:13])[C:3]1[N:12]=[C:6]2[CH:7]=[C:8]([NH2:11])[CH:9]=[CH:10][N:5]2[N:4]=1.[CH2:14]([O:16][C:17]([C:19]1[CH:20]=[N:21][N:22]([CH3:27])[C:23]=1[C:24](O)=[O:25])=[O:18])[CH3:15].CCCP(=O)=O.C(N(C(C)C)CC)(C)C. (7) Given the product [CH3:15][O:14][C:11]1[CH:12]=[CH:13][C:8]([C:6]2[C:5]([CH3:17])=[C:4]([OH:3])[N:20]([CH3:19])[N:21]=2)=[CH:9][C:10]=1[CH3:16], predict the reactants needed to synthesize it. The reactants are: C([O:3][C:4](=O)[CH:5]([CH3:17])[C:6]([C:8]1[CH:13]=[CH:12][C:11]([O:14][CH3:15])=[C:10]([CH3:16])[CH:9]=1)=O)C.[CH3:19][NH:20][NH2:21].